This data is from Catalyst prediction with 721,799 reactions and 888 catalyst types from USPTO. The task is: Predict which catalyst facilitates the given reaction. (1) Reactant: C([O:3][C:4]([C:6]1[C:10]2[CH:11]=[CH:12][C:13]([OH:15])=[CH:14][C:9]=2[O:8][CH:7]=1)=O)C.CC(C[AlH]CC(C)C)C. Product: [OH:3][CH2:4][C:6]1[C:10]2[CH:11]=[CH:12][C:13]([OH:15])=[CH:14][C:9]=2[O:8][CH:7]=1. The catalyst class is: 1. (2) Reactant: [Cl:1][C:2]1[N:7]=[C:6]([C:8]2[NH:9][C:10]3[C:15]([CH:16]=2)=[C:14]([F:17])[CH:13]=[CH:12][CH:11]=3)[C:5]([NH2:18])=[CH:4][CH:3]=1.[Cl:19][CH2:20][C:21](OC)(OC)OC.Cl. Product: [Cl:1][C:2]1[CH:3]=[CH:4][C:5]2[N:18]=[C:21]([CH2:20][Cl:19])[N:9]3[C:10]4[CH:11]=[CH:12][CH:13]=[C:14]([F:17])[C:15]=4[CH:16]=[C:8]3[C:6]=2[N:7]=1. The catalyst class is: 12. (3) Reactant: [F:1][C:2]1[CH:7]=[CH:6][CH:5]=[C:4]([F:8])[C:3]=1[N:9]1[C:14]2[N:15]=[C:16](S(C)(=O)=O)[N:17]=[C:18]([C:19]3[CH:24]=[CH:23][C:22]([F:25])=[CH:21][C:20]=3[CH3:26])[C:13]=2[CH:12]=[CH:11][C:10]1=[O:31].[NH2:32][C@@H:33]([CH3:36])[CH2:34][OH:35]. Product: [F:25][C:22]1[CH:23]=[CH:24][C:19]([C:18]2[C:13]3[CH:12]=[CH:11][C:10](=[O:31])[N:9]([C:3]4[C:2]([F:1])=[CH:7][CH:6]=[CH:5][C:4]=4[F:8])[C:14]=3[N:15]=[C:16]([NH:32][C@@H:33]([CH3:36])[CH2:34][OH:35])[N:17]=2)=[C:20]([CH3:26])[CH:21]=1. The catalyst class is: 1. (4) Reactant: [C:1]([N:4]1[C:13]2[C:8](=[CH:9][C:10]([NH2:14])=[CH:11][CH:12]=2)[C:7]([C:16]2[CH:21]=[CH:20][CH:19]=[CH:18][CH:17]=2)([CH3:15])[CH2:6][C:5]1([CH3:23])[CH3:22])(=[O:3])[CH3:2].[CH3:24][O:25][C:26]1[CH:27]=[C:28]([CH:32]=[C:33]([O:37][CH3:38])[C:34]=1[O:35][CH3:36])[C:29](Cl)=[O:30].C(N(CC)C(C)C)(C)C. Product: [C:1]([N:4]1[C:13]2[C:8](=[CH:9][C:10]([NH:14][C:29](=[O:30])[C:28]3[CH:27]=[C:26]([O:25][CH3:24])[C:34]([O:35][CH3:36])=[C:33]([O:37][CH3:38])[CH:32]=3)=[CH:11][CH:12]=2)[C:7]([C:16]2[CH:21]=[CH:20][CH:19]=[CH:18][CH:17]=2)([CH3:15])[CH2:6][C:5]1([CH3:23])[CH3:22])(=[O:3])[CH3:2]. The catalyst class is: 7.